This data is from Full USPTO retrosynthesis dataset with 1.9M reactions from patents (1976-2016). The task is: Predict the reactants needed to synthesize the given product. (1) Given the product [N+:1]([C:4]1[CH:5]=[C:6]([CH:10]=[CH:11][CH:12]=1)[C:7]([NH:17][CH:15]1[CH2:16][O:13][CH2:14]1)=[O:9])([O-:3])=[O:2], predict the reactants needed to synthesize it. The reactants are: [N+:1]([C:4]1[CH:5]=[C:6]([CH:10]=[CH:11][CH:12]=1)[C:7]([OH:9])=O)([O-:3])=[O:2].[O:13]1[CH2:16][CH:15]([NH2:17])[CH2:14]1.CCN=C=NCCCN(C)C.Cl. (2) The reactants are: [Cl:1][C:2]1[C:7]([O:8][C:9]2[CH:14]=[CH:13][C:12]([N+:15]([O-])=O)=[CH:11][C:10]=2[C:18]([F:21])([F:20])[F:19])=[CH:6][C:5]([N:22]2[C:27](=[O:28])[CH:26]=[C:25]([C:29]([F:32])([F:31])[F:30])[NH:24][C:23]2=[O:33])=[C:4]([F:34])[CH:3]=1. Given the product [Cl:1][C:2]1[C:7]([O:8][C:9]2[CH:14]=[CH:13][C:12]([NH2:15])=[CH:11][C:10]=2[C:18]([F:21])([F:19])[F:20])=[CH:6][C:5]([N:22]2[C:27](=[O:28])[CH:26]=[C:25]([C:29]([F:31])([F:30])[F:32])[NH:24][C:23]2=[O:33])=[C:4]([F:34])[CH:3]=1, predict the reactants needed to synthesize it. (3) Given the product [NH2:20][C:16]1[CH:15]=[C:14]([C:9]2[N:10]=[C:11]([NH2:13])[S:12][C:8]=2[C:6]2[CH:5]=[CH:4][N:3]=[C:2]([Cl:1])[N:7]=2)[CH:19]=[CH:18][CH:17]=1, predict the reactants needed to synthesize it. The reactants are: [Cl:1][C:2]1[N:7]=[C:6]([C:8]2[S:12][C:11]([NH2:13])=[N:10][C:9]=2[C:14]2[CH:19]=[CH:18][CH:17]=[C:16]([N+:20]([O-])=O)[CH:15]=2)[CH:5]=[CH:4][N:3]=1. (4) The reactants are: C([O:5][C:6]1[CH:7]=[CH:8][C:9]([CH3:38])=[C:10]([C:12]([N:14]2[CH2:19][CH2:18][CH:17]([N:20]3[C:24](=[O:25])[C:23]([CH3:27])([CH3:26])[C:22]([C:28]4[CH:33]=[CH:32][C:31]([O:34][CH3:35])=[C:30]([O:36][CH3:37])[CH:29]=4)=[N:21]3)[CH2:16][CH2:15]2)=[O:13])[CH:11]=1)(C)(C)C.C(=O)=O.C1COCC1.Cl[CH:48]([F:50])[F:49]. Given the product [F:49][CH:48]([F:50])[O:5][C:6]1[CH:7]=[CH:8][C:9]([CH3:38])=[C:10]([C:12]([N:14]2[CH2:19][CH2:18][CH:17]([N:20]3[C:24](=[O:25])[C:23]([CH3:26])([CH3:27])[C:22]([C:28]4[CH:33]=[CH:32][C:31]([O:34][CH3:35])=[C:30]([O:36][CH3:37])[CH:29]=4)=[N:21]3)[CH2:16][CH2:15]2)=[O:13])[CH:11]=1, predict the reactants needed to synthesize it. (5) Given the product [Cl:18][C:17]1[C:12]([CH2:11][N:7]2[C:6]3[CH:23]=[C:2]([C:27]4[CH:28]=[C:29]([CH:33]=[CH:34][CH:35]=4)[C:30]([OH:32])=[O:31])[CH:3]=[C:4]([CH3:24])[C:5]=3[N:9]=[C:8]2[CH3:10])=[N:13][CH:14]=[C:15]([C:19]([F:22])([F:21])[F:20])[CH:16]=1, predict the reactants needed to synthesize it. The reactants are: Br[C:2]1[CH:3]=[C:4]([CH3:24])[C:5]2[N:9]=[C:8]([CH3:10])[N:7]([CH2:11][C:12]3[C:17]([Cl:18])=[CH:16][C:15]([C:19]([F:22])([F:21])[F:20])=[CH:14][N:13]=3)[C:6]=2[CH:23]=1.OB(O)[C:27]1[CH:28]=[C:29]([CH:33]=[CH:34][CH:35]=1)[C:30]([OH:32])=[O:31]. (6) Given the product [N+:13]([C:4]1[CH:5]=[CH:6][C:7]([OH:18])=[C:8]([C:9]([F:12])([F:11])[F:10])[CH:3]=1)([O-:15])=[O:14], predict the reactants needed to synthesize it. The reactants are: CO[C:3]1[C:8]([C:9]([F:12])([F:11])[F:10])=[CH:7][CH:6]=[CH:5][C:4]=1[N+:13]([O-:15])=[O:14].C(O)(=[O:18])C. (7) Given the product [Br:1][C:2]1[CH:7]=[CH:6][C:5]([F:8])=[CH:4][C:3]=1[O:9][CH:17]([F:19])[F:18], predict the reactants needed to synthesize it. The reactants are: [Br:1][C:2]1[CH:7]=[CH:6][C:5]([F:8])=[CH:4][C:3]=1[OH:9].[OH-].[K+].CCOP(OCC)([C:17](Br)([F:19])[F:18])=O.